Dataset: hERG Central: cardiac toxicity at 1µM, 10µM, and general inhibition. Task: Predict hERG channel inhibition at various concentrations. (1) The drug is CC(c1nnnn1C(C)(C)C)N(Cc1cccnc1)Cc1ccccc1Cl. Results: hERG_inhib (hERG inhibition (general)): blocker. (2) The molecule is Cc1cc(C)c2c(N)c3ccccc3nc2n1. Results: hERG_inhib (hERG inhibition (general)): blocker.